From a dataset of Forward reaction prediction with 1.9M reactions from USPTO patents (1976-2016). Predict the product of the given reaction. (1) The product is: [CH:6]([C@H:9]1[CH2:13][O:12][C:11](=[O:14])[N:10]1[C:23](=[O:24])[CH2:22][CH2:21][C:15]1[CH:20]=[CH:19][CH:18]=[CH:17][CH:16]=1)([CH3:8])[CH3:7]. Given the reactants C([Li])CCC.[CH:6]([C@H:9]1[CH2:13][O:12][C:11](=[O:14])[NH:10]1)([CH3:8])[CH3:7].[C:15]1([CH2:21][CH2:22][C:23](Cl)=[O:24])[CH:20]=[CH:19][CH:18]=[CH:17][CH:16]=1.[Cl-].[NH4+], predict the reaction product. (2) Given the reactants [Br:1][C:2]1[C:3]2[CH:22]=[CH:21][CH:20]=[CH:19][C:4]=2[C:5]2[CH2:6][N:7]([C@H:12]3[CH2:17][CH2:16][CH2:15][CH2:14][C@@H:13]3[OH:18])[C:8](=[O:11])[C:9]=2[CH:10]=1.N1C(C)=CC=CC=1C.FC(F)(F)S(O[Si:37]([C:40]([CH3:43])([CH3:42])[CH3:41])([CH3:39])[CH3:38])(=O)=O.O, predict the reaction product. The product is: [Br:1][C:2]1[C:3]2[CH:22]=[CH:21][CH:20]=[CH:19][C:4]=2[C:5]2[CH2:6][N:7]([C@H:12]3[CH2:17][CH2:16][CH2:15][CH2:14][C@@H:13]3[O:18][Si:37]([C:40]([CH3:43])([CH3:42])[CH3:41])([CH3:39])[CH3:38])[C:8](=[O:11])[C:9]=2[CH:10]=1. (3) The product is: [C:8]([C:7]1[C:2]([S:21][CH2:22][C:23]([NH2:25])=[O:24])=[N:3][C:4]([S:19][CH3:20])=[N:5][C:6]=1[C:10]1[CH:15]=[CH:14][CH:13]=[C:12]([N+:16]([O-:18])=[O:17])[CH:11]=1)#[N:9]. Given the reactants Cl[C:2]1[C:7]([C:8]#[N:9])=[C:6]([C:10]2[CH:15]=[CH:14][CH:13]=[C:12]([N+:16]([O-:18])=[O:17])[CH:11]=2)[N:5]=[C:4]([S:19][CH3:20])[N:3]=1.[SH:21][CH2:22][C:23]([NH2:25])=[O:24].C([O-])([O-])=O.[K+].[K+], predict the reaction product. (4) Given the reactants Cl.[CH3:2][C:3]1[CH:4]=[C:5]([C:10]2[CH:11]=[C:12]([C:22](O)=[O:23])[C:13]([C:16]3[CH:17]=[N:18][CH:19]=[CH:20][CH:21]=3)=[N:14][CH:15]=2)[CH:6]=[C:7]([CH3:9])[CH:8]=1.[CH3:25][O:26][C:27]1[CH:28]=[C:29]([CH:32]=[CH:33][C:34]=1[O:35][CH3:36])[CH2:30][NH2:31].C(Cl)CCl.C1C=CC2N(O)N=NC=2C=1.C(N(CC)CC)C, predict the reaction product. The product is: [CH3:25][O:26][C:27]1[CH:28]=[C:29]([CH:32]=[CH:33][C:34]=1[O:35][CH3:36])[CH2:30][NH:31][C:22]([C:12]1[C:13]([C:16]2[CH:17]=[N:18][CH:19]=[CH:20][CH:21]=2)=[N:14][CH:15]=[C:10]([C:5]2[CH:4]=[C:3]([CH3:2])[CH:8]=[C:7]([CH3:9])[CH:6]=2)[CH:11]=1)=[O:23]. (5) Given the reactants [Si]([O:8][CH2:9][CH2:10][O:11][C:12]1[CH:18]=[CH:17][C:15]([NH2:16])=[CH:14][C:13]=1[C:19]([F:22])([F:21])[F:20])(C(C)(C)C)(C)C.Cl.Cl[C:25]1[N:30]=[C:29]([NH:31][C@@H:32]2[CH2:40][C@H:39]3[N:35]([CH2:36][CH2:37][CH2:38]3)[C:34]([CH3:42])([CH3:41])[CH2:33]2)[C:28]([F:43])=[CH:27][N:26]=1.CC1C=CC(S(O)(=O)=O)=CC=1.O, predict the reaction product. The product is: [CH3:41][C:34]1([CH3:42])[CH2:33][C@H:32]([NH:31][C:29]2[C:28]([F:43])=[CH:27][N:26]=[C:25]([NH:16][C:15]3[CH:17]=[CH:18][C:12]([O:11][CH2:10][CH2:9][OH:8])=[C:13]([C:19]([F:20])([F:21])[F:22])[CH:14]=3)[N:30]=2)[CH2:40][C@H:39]2[N:35]1[CH2:36][CH2:37][CH2:38]2. (6) Given the reactants C[O:2][C:3]1[C:8]([CH2:9][N:10]2[CH2:15][CH2:14][CH:13](/[CH:16]=[CH:17]/[C:18]3[CH:23]=[CH:22][CH:21]=[CH:20][C:19]=3[O:24][CH2:25][CH:26]3[CH2:31][CH2:30][CH2:29][CH2:28][CH2:27]3)[CH2:12][CH2:11]2)=[CH:7][CH:6]=[CH:5][N:4]=1.Cl.C[OH:34].[C:35](=[O:38])([O-:37])[O-].[Na+].[Na+], predict the reaction product. The product is: [C:25]([OH:24])(=[O:34])[C:35]([OH:37])=[O:38].[O:2]=[C:3]1[C:8]([CH2:9][N:10]2[CH2:11][CH2:12][CH:13](/[CH:16]=[CH:17]/[C:18]3[CH:23]=[CH:22][CH:21]=[CH:20][C:19]=3[O:24][CH2:25][CH:26]3[CH2:31][CH2:30][CH2:29][CH2:28][CH2:27]3)[CH2:14][CH2:15]2)=[CH:7][CH:6]=[CH:5][NH:4]1.